Dataset: Full USPTO retrosynthesis dataset with 1.9M reactions from patents (1976-2016). Task: Predict the reactants needed to synthesize the given product. (1) The reactants are: [NH2:1][C:2]1[CH:3]=[C:4]([C:8]2[C:16]3[C:11](=[N:12][CH:13]=[N:14][C:15]=3[NH2:17])[N:10]([C@H:18]3[CH2:23][CH2:22][C@@H:21]([N:24]4[CH2:29][CH2:28][N:27]([CH3:30])[CH2:26][CH2:25]4)[CH2:20][CH2:19]3)[N:9]=2)[CH:5]=[CH:6][CH:7]=1.[CH:31](=O)[C:32]1[CH:37]=[CH:36][CH:35]=[CH:34][CH:33]=1.[C:39]([OH:42])(=[O:41])[CH3:40].[C:43]([O:46][BH-]([O:46][C:43](=[O:45])[CH3:44])[O:46][C:43](=[O:45])[CH3:44])(=[O:45])[CH3:44].[Na+].C([O-])(O)=O.[Na+]. Given the product [C:39]([OH:42])(=[O:41])[CH3:40].[C:43]([OH:46])(=[O:45])[CH3:44].[C:39]([OH:42])(=[O:41])[CH3:40].[CH2:31]([NH:1][C:2]1[CH:3]=[C:4]([C:8]2[C:16]3[C:11](=[N:12][CH:13]=[N:14][C:15]=3[NH2:17])[N:10]([C@H:18]3[CH2:23][CH2:22][C@@H:21]([N:24]4[CH2:25][CH2:26][N:27]([CH3:30])[CH2:28][CH2:29]4)[CH2:20][CH2:19]3)[N:9]=2)[CH:5]=[CH:6][CH:7]=1)[C:32]1[CH:37]=[CH:36][CH:35]=[CH:34][CH:33]=1, predict the reactants needed to synthesize it. (2) Given the product [NH2:41][C@H:38]1[CH2:39][CH2:40][C@H:35]([NH:42][C:2]2[CH:3]=[C:4]([NH:28][C:23]3[CH:24]=[CH:25][CH:26]=[CH:27][N:22]=3)[C:5]3[N:6]([C:8]([C:11]([NH:13][C:14]4[CH:19]=[CH:18][N:17]=[CH:16][C:15]=4[F:20])=[O:12])=[CH:9][N:10]=3)[N:7]=2)[CH2:36][CH2:37]1, predict the reactants needed to synthesize it. The reactants are: Cl[C:2]1[CH:3]=[C:4](Cl)[C:5]2[N:6]([C:8]([C:11]([NH:13][C:14]3[CH:19]=[CH:18][N:17]=[CH:16][C:15]=3[F:20])=[O:12])=[CH:9][N:10]=2)[N:7]=1.[N:22]1[CH:27]=[CH:26][CH:25]=[CH:24][C:23]=1[NH2:28].CC(C)([O-])C.[K+].[C@H:35]1([NH2:42])[CH2:40][CH2:39][C@H:38]([NH2:41])[CH2:37][CH2:36]1. (3) Given the product [CH3:1][O:2][C:3]1[CH:4]=[CH:5][C:6]([C:9]2[N:19]([C:21]3[CH:26]=[N:25][C:24]([CH3:27])=[CH:23][CH:22]=3)[N:20]=[C:11]([C:12]([O:14][CH2:15][CH3:16])=[O:13])[CH:10]=2)=[N:7][CH:8]=1, predict the reactants needed to synthesize it. The reactants are: [CH3:1][O:2][C:3]1[CH:4]=[CH:5][C:6]([C:9](=O)[CH2:10][C:11](=O)[C:12]([O:14][CH2:15][CH3:16])=[O:13])=[N:7][CH:8]=1.[NH:19]([C:21]1[CH:22]=[CH:23][C:24]([CH3:27])=[N:25][CH:26]=1)[NH2:20].C(O)(=O)C.C(=O)(O)[O-].[Na+]. (4) The reactants are: [F:1][C:2]1[CH:7]=[CH:6][C:5]([N:8]2[C:12]([C:13]3[CH:23]=[CH:22][C:16]4[O:17][CH2:18][C:19](=[O:21])[NH:20][C:15]=4[CH:14]=3)=[CH:11][CH:10]=[N:9]2)=[CH:4][CH:3]=1.C1C(=O)N([I:31])C(=O)C1. Given the product [F:1][C:2]1[CH:7]=[CH:6][C:5]([N:8]2[C:12]([C:13]3[CH:23]=[CH:22][C:16]4[O:17][CH2:18][C:19](=[O:21])[NH:20][C:15]=4[CH:14]=3)=[C:11]([I:31])[CH:10]=[N:9]2)=[CH:4][CH:3]=1, predict the reactants needed to synthesize it. (5) Given the product [ClH:30].[NH2:7][CH2:8][C@@H:9]1[O:13][C:12](=[O:14])[N:11]([C:15]2[CH:28]=[CH:27][C:18]3[C:19]4[O:20][N:21]=[CH:22][C:23]=4[CH2:24][CH2:25][CH2:26][C:17]=3[CH:16]=2)[CH2:10]1, predict the reactants needed to synthesize it. The reactants are: C(OC(=O)[NH:7][CH2:8][C@@H:9]1[O:13][C:12](=[O:14])[N:11]([C:15]2[CH:28]=[CH:27][C:18]3[C:19]4[O:20][N:21]=[CH:22][C:23]=4[CH2:24][CH2:25][CH2:26][C:17]=3[CH:16]=2)[CH2:10]1)(C)(C)C.[ClH:30]. (6) Given the product [CH3:12][O:13][C:14]1[CH:19]=[CH:18][C:17]([N:20]([CH3:21])[C:2]2[C:11]3[C:6](=[CH:7][CH:8]=[CH:9][CH:10]=3)[N:5]=[CH:4][CH:3]=2)=[CH:16][CH:15]=1, predict the reactants needed to synthesize it. The reactants are: Cl[C:2]1[C:11]2[C:6](=[CH:7][CH:8]=[CH:9][CH:10]=2)[N:5]=[CH:4][CH:3]=1.[CH3:12][O:13][C:14]1[CH:19]=[CH:18][C:17]([NH:20][CH3:21])=[CH:16][CH:15]=1.